Task: Binary Classification. Given two protein amino acid sequences, predict whether they physically interact or not.. Dataset: Human Reference Interactome with 51,813 positive PPI pairs across 8,248 proteins, plus equal number of experimentally-validated negative pairs (1) Protein 1 (ENSG00000138768) has sequence MNFLRGVMGGQSAGPQHTEAETIQKLCDRVASSTLLDDRRNAVRALKSLSKKYRLEVGIQAMEHLIHVLQTDRSDSEIIGYALDTLYNIISNEEEEEVDDVEEENSTRQSEDLGSQFTEIFIKQQENVTLLLSLLEEFDFHVRWPGVKLLTSLLKQLGPQVQQIILVSPMGVSRLMDLLADSREVIRNDGVLLLQALTRSNGAIQKIVAFENAFERLLDIISEEGNSDGGIVVEDCLILLQNLLKNNNSNQNFFKEGSYIQRMKPWFEVGDENSGWSAQKVTNLHLMLQLVRVLVSPTNP.... Protein 2 (ENSG00000132386) has sequence MQALVLLLCIGALLGHSSCQNPASPPEEGSPDPDSTGALVEEEDPFFKVPVNKLAAAVSNFGYDLYRVRSSTSPTTNVLLSPLSVATALSALSLGAEQRTESIIHRALYYDLISSPDIHGTYKELLDTVTAPQKNLKSASRIVFEKKLRIKSSFVAPLEKSYGTRPRVLTGNPRLDLQEINNWVQAQMKGKLARSTKEIPDEISILLLGVAHFKGQWVTKFDSRKTSLEDFYLDEERTVRVPMMSDPKAVLRYGLDSDLSCKIAQLPLTGSMSIIFFLPLKVTQNLTLIEESLTSEFIHD.... Result: 0 (the proteins do not interact). (2) Protein 1 (ENSG00000196228) has sequence MAKIEKNAPTMEKKPELFNIMEVDGVPTLILSKEWWEKVCNFQAKPDDLILATYPKSGTTWMHEILDMILNDGDVEKCKRAQTLDRHAFLELKFPHKEKPDLEFVLEMSSPQLIKTHLPSHLIPPSIWKENCKIVYVARNPKDCLVSYYHFHRMASFMPDPQNLEEFYEKFMSGKVVGGSWFDHVKGWWAAKDMHRILYLFYEDIKKDPKREIEKILKFLEKDISEEILNKIIYHTSFDVMKQNPMTNYTTLPTSIMDHSISPFMRKGMPGDWKNYFTVAQNEEFDKDYQKKMAGSTLTF.... Protein 2 (ENSG00000196584) has sequence MCSAFHRAESGTELLARLEGRSSLKEIEPNLFADEDSPVHGDILEFHGPEGTGKTEMLYHLTARCILPKSEGGLEVEVLFIDTDYHFDMLRLVTILEHRLSQSSEEIIKYCLGRFFLVYCSSSTHLLLTLYSLESMFCSHPSLCLLILDSLSAFYWIDRVNGGESVNLQESTLRKCSQCLEKLVNDYRLVLFATTQTIMQKASSSSEEPSHASRRLCDVDIDYRPYLCKAWQQLVKHRMFFSKQDDSQSSNQFSLVSRCLKSNSLKKHFFIIGESGVEFC*. Result: 0 (the proteins do not interact). (3) Protein 1 (ENSG00000076382) has sequence MWRVKKLSLSLSPSPQTGKPSMRTPLRELTLQPGALTNSGKRSPACSSLTPSLCKLGLQEGSNNSSPVDFVNNKRTDLSSEHFSHSSKWLETCQHESDEQPLDPIPQISSTPKTSEEAVDPLGNYMVKTIVLVPSPLGQQQDMIFEARLDTMAETNSISLNGPLRTDDLVREEVAPCMGDRFSEVAAVSEKPIFQESPSHLLEESPPNPCSEQLHCSKESLSSRTEAVREDLVPSESNAFLPSSVLWLSPSTALAADFRVNHVDPEEEIVEHGAMEEREMRFPTHPKESETEDQALVSSV.... Protein 2 (ENSG00000212933) has sequence MCHTSHSSGCPMACPGSPCCVPSTCYPPEGYGTSCCCSAPCVALLCRPLCGVSTCCQPACCVPSPCQVACCVPVSCKPVLCVASFCPTSGCCQPFCPTLVYRPVTWSTPTGC*. Result: 0 (the proteins do not interact). (4) Protein 1 (ENSG00000145901) has sequence MEGRGPYRIYDPGGSVPSGEASAAFERLVKENSRLKEKMQGIKMLGELLEESQMEATRLRQKAEELVKDNELLPPPSPSLGSFDPLAELTGKDSNVTASPTAPACPSDKPAPVQKPPSSGTSSEFEVVTPEEQNSPESSSHANAMALGPLPREDGNLMLHLQRLETTLSVCAEEPDHGQLFTHLGRMALEFNRLASKVHKNEQRTSILQTLCEQLRKENEALKAKLDKGLEQRDQAAERLREENLELKKLLMSNGNKEGASGRPGSPKMEGTGKKAVAGQQQASVTAGKVPEVVALGAAE.... Protein 2 (ENSG00000203778) has sequence MPFQFGTQPRRFPVEGGDSSIELEPGLSSSAACNGKEMSPTRQLRRCPGSHCLTITDVPVTVYATTRKPPAQSSKEMHPK*. Result: 0 (the proteins do not interact). (5) Result: 0 (the proteins do not interact). Protein 1 (ENSG00000163739) has sequence MARAALSAAPSNPRLLRVALLLLLLVAAGRRAAGASVATELRCQCLQTLQGIHPKNIQSVNVKSPGPHCAQTEVIATLKNGRKACLNPASPIVKKIIEKMLNSDKSN*. Protein 2 (ENSG00000111269) has sequence MDDSKVVGGKVKKPGKRGRKPAKIDLKAKLERSRQSARECRARKKLRYQYLEELVSSRERAICALREELEMYKQWCMAMDQGKIPSEIKALLTGEEQNKSQQNSSRHTKAGKTDANSNSW*.